The task is: Predict the reactants needed to synthesize the given product.. This data is from Full USPTO retrosynthesis dataset with 1.9M reactions from patents (1976-2016). (1) Given the product [C:1]([O:5][C:6]([N:8]1[C:17]2[C:12](=[CH:13][C:14]([C:23]3[CH:24]=[N:25][CH:26]=[C:21]([CH:19]=[O:20])[CH:22]=3)=[CH:15][N:16]=2)[CH2:11][CH2:10][CH2:9]1)=[O:7])([CH3:4])([CH3:3])[CH3:2], predict the reactants needed to synthesize it. The reactants are: [C:1]([O:5][C:6]([N:8]1[C:17]2[C:12](=[CH:13][C:14](Br)=[CH:15][N:16]=2)[CH2:11][CH2:10][CH2:9]1)=[O:7])([CH3:4])([CH3:3])[CH3:2].[CH:19]([C:21]1[CH:22]=[C:23](B2OC(C)(C)C(C)(C)O2)[CH:24]=[N:25][CH:26]=1)=[O:20].C(=O)([O-])[O-].[Na+].[Na+]. (2) Given the product [F:1][C:2]1[CH:3]=[CH:4][C:5]([C:8]2[C:12]([C:13]([OH:15])=[O:14])=[C:11]([CH3:17])[O:10][N:9]=2)=[CH:6][CH:7]=1, predict the reactants needed to synthesize it. The reactants are: [F:1][C:2]1[CH:7]=[CH:6][C:5]([C:8]2[C:12]([C:13]([O:15]C)=[O:14])=[C:11]([CH3:17])[O:10][N:9]=2)=[CH:4][CH:3]=1.[OH-].[K+].O.